Dataset: Catalyst prediction with 721,799 reactions and 888 catalyst types from USPTO. Task: Predict which catalyst facilitates the given reaction. (1) Reactant: [O:1]1[C:5]2[CH:6]=[CH:7][CH:8]=[CH:9][C:4]=2[CH:3]=[C:2]1[C:10]1[C:19]([N:20]([CH:22]([CH3:24])[CH3:23])[CH3:21])=[N:18][C:17]2[C:12](=[CH:13][CH:14]=[C:15]([C:25]([O:27]C)=[O:26])[CH:16]=2)[N:11]=1.[OH-].[Na+].O. Product: [O:1]1[C:5]2[CH:6]=[CH:7][CH:8]=[CH:9][C:4]=2[CH:3]=[C:2]1[C:10]1[C:19]([N:20]([CH:22]([CH3:24])[CH3:23])[CH3:21])=[N:18][C:17]2[C:12](=[CH:13][CH:14]=[C:15]([C:25]([OH:27])=[O:26])[CH:16]=2)[N:11]=1. The catalyst class is: 5. (2) Reactant: [OH:1][C:2]1[CH:7]=[CH:6][C:5]([C:8](=[O:21])[CH2:9][CH2:10][C:11]2[S:12][C:13]3[CH:20]=[CH:19][CH:18]=[CH:17][C:14]=3[C:15]=2[CH3:16])=[CH:4][C:3]=1[CH3:22].C(=O)([O-])[O-].[K+].[K+].Br[C:30]([CH3:37])([CH3:36])[C:31]([O:33][CH2:34][CH3:35])=[O:32].[Cl-].[NH4+]. Product: [CH3:36][C:30]([O:1][C:2]1[CH:7]=[CH:6][C:5]([C:8](=[O:21])[CH2:9][CH2:10][C:11]2[S:12][C:13]3[CH:20]=[CH:19][CH:18]=[CH:17][C:14]=3[C:15]=2[CH3:16])=[CH:4][C:3]=1[CH3:22])([CH3:37])[C:31]([O:33][CH2:34][CH3:35])=[O:32]. The catalyst class is: 131.